The task is: Regression. Given a peptide amino acid sequence and an MHC pseudo amino acid sequence, predict their binding affinity value. This is MHC class II binding data.. This data is from Peptide-MHC class II binding affinity with 134,281 pairs from IEDB. (1) The peptide sequence is PEEFAVVDLSKMRAV. The MHC is HLA-DQA10101-DQB10501 with pseudo-sequence HLA-DQA10101-DQB10501. The binding affinity (normalized) is 0. (2) The peptide sequence is GTKGEAKDVIPEGWK. The MHC is HLA-DPA10201-DPB10101 with pseudo-sequence HLA-DPA10201-DPB10101. The binding affinity (normalized) is 0.126. (3) The peptide sequence is TTEEQKLIEDINVGF. The binding affinity (normalized) is 0.0427. The MHC is HLA-DPA10103-DPB10201 with pseudo-sequence HLA-DPA10103-DPB10201. (4) The peptide sequence is YVGHDEFDAFVAYHI. The MHC is HLA-DQA10501-DQB10301 with pseudo-sequence HLA-DQA10501-DQB10301. The binding affinity (normalized) is 0.363. (5) The peptide sequence is NCLRKNGKRVIQLSR. The MHC is DRB1_1101 with pseudo-sequence DRB1_1101. The binding affinity (normalized) is 0.696. (6) The MHC is HLA-DQA10101-DQB10501 with pseudo-sequence HLA-DQA10101-DQB10501. The binding affinity (normalized) is 0.320. The peptide sequence is GETLLRAVESYLLAH.